From a dataset of Reaction yield outcomes from USPTO patents with 853,638 reactions. Predict the reaction yield, written as a fraction of the theoretical maximum amount of product (1.0 means a 100% yield; for example, 0.34 means a 34% yield). (1) The reactants are Cl.[CH3:2][O:3][C:4]1[CH:5]=[C:6]([C@@H:10]2[CH2:14][NH:13][CH2:12][C@H:11]2[NH:15][C:16]([NH:18][C:19]2[N:23]([C:24]3[CH:29]=[CH:28][CH:27]=[CH:26][CH:25]=3)[N:22]=[C:21]3[CH2:30][CH2:31][CH2:32][C:20]=23)=[O:17])[CH:7]=[CH:8][CH:9]=1.FC(F)(F)S(O[CH2:39][C:40]([F:43])([F:42])[F:41])(=O)=O.CCN(C(C)C)C(C)C. The catalyst is CN(C=O)C. The product is [CH3:2][O:3][C:4]1[CH:5]=[C:6]([C@@H:10]2[CH2:14][N:13]([CH2:39][C:40]([F:43])([F:42])[F:41])[CH2:12][C@H:11]2[NH:15][C:16]([NH:18][C:19]2[N:23]([C:24]3[CH:29]=[CH:28][CH:27]=[CH:26][CH:25]=3)[N:22]=[C:21]3[CH2:30][CH2:31][CH2:32][C:20]=23)=[O:17])[CH:7]=[CH:8][CH:9]=1. The yield is 0.760. (2) The reactants are [CH3:1][N:2]([CH3:22])[C@@H:3]1[CH2:7][CH2:6][N:5]([CH2:8][C:9]2[CH:14]=[CH:13][C:12]([N+:15]([O-])=O)=[CH:11][C:10]=2[C:18]([F:21])([F:20])[F:19])[CH2:4]1. The catalyst is CCO.[Pd]. The product is [NH2:15][C:12]1[CH:13]=[CH:14][C:9]([CH2:8][N:5]2[CH2:6][CH2:7][C@@H:3]([N:2]([CH3:22])[CH3:1])[CH2:4]2)=[C:10]([C:18]([F:21])([F:19])[F:20])[CH:11]=1. The yield is 1.00. (3) The yield is 0.970. The reactants are FC(F)(F)C(O)=O.[NH2:8][C:9]1[C:14]([CH2:15][N:16]2[C:21]([CH3:22])=[CH:20][C:19]([O:23][CH2:24][C:25]3[CH:30]=[CH:29][C:28]([F:31])=[CH:27][C:26]=3[F:32])=[C:18]([Cl:33])[C:17]2=[O:34])=[CH:13][N:12]=[C:11]([CH3:35])[N:10]=1. The catalyst is O.CC#N. The product is [ClH:33].[NH2:8][C:9]1[C:14]([CH2:15][N:16]2[C:21]([CH3:22])=[CH:20][C:19]([O:23][CH2:24][C:25]3[CH:30]=[CH:29][C:28]([F:31])=[CH:27][C:26]=3[F:32])=[C:18]([Cl:33])[C:17]2=[O:34])=[CH:13][N:12]=[C:11]([CH3:35])[N:10]=1. (4) The reactants are [CH3:1][C:2]1[C:7]([O:8][C:9]2[CH:14]=[CH:13][N:12]=[C:11]([NH:15][C:16]([CH:18]3[CH2:20][CH2:19]3)=[O:17])[CH:10]=2)=[CH:6][CH:5]=[C:4]([N+:21]([O-])=O)[N:3]=1. The catalyst is [Pd].CCOC(C)=O.CO. The product is [NH2:21][C:4]1[N:3]=[C:2]([CH3:1])[C:7]([O:8][C:9]2[CH:14]=[CH:13][N:12]=[C:11]([NH:15][C:16]([CH:18]3[CH2:20][CH2:19]3)=[O:17])[CH:10]=2)=[CH:6][CH:5]=1. The yield is 0.880. (5) The reactants are Cl[C:2]1[N:7]=[C:6]([S:8][CH3:9])[N:5]=[C:4]([N:10]([CH3:17])[CH2:11][C:12]2[S:13][CH:14]=[CH:15][N:16]=2)[C:3]=1[F:18].O.[NH2:20][NH2:21]. The catalyst is CS(C)=O. The product is [F:18][C:3]1[C:4]([N:10]([CH3:17])[CH2:11][C:12]2[S:13][CH:14]=[CH:15][N:16]=2)=[N:5][C:6]([S:8][CH3:9])=[N:7][C:2]=1[NH:20][NH2:21]. The yield is 0.430. (6) The reactants are [Br:1][C:2]1[C:3](=[O:19])[NH:4][C:5](C)=[CH:6][C:7]=1[O:8][CH2:9][C:10]1[CH:15]=[CH:14][C:13](F)=[CH:12][C:11]=1F.[F-].[Cs+].CO[Si](OC)(OC)OC.[C:31]([O:35][CH3:36])(=[O:34])[CH:32]=[CH2:33]. The catalyst is O1CCCC1. The product is [CH2:9]([O:8][C:7]1[CH:6]=[CH:5][N:4]([CH2:33][CH2:32][C:31]([O:35][CH3:36])=[O:34])[C:3](=[O:19])[C:2]=1[Br:1])[C:10]1[CH:11]=[CH:12][CH:13]=[CH:14][CH:15]=1. The yield is 0.930.